From a dataset of Catalyst prediction with 721,799 reactions and 888 catalyst types from USPTO. Predict which catalyst facilitates the given reaction. (1) Reactant: [NH2:1][C:2]1[CH:10]=[C:9]2[C:5]([C:6]([CH3:15])([CH3:14])[CH2:7][N:8]2[C:11](=[O:13])[CH3:12])=[CH:4][CH:3]=1.Br[CH2:17][CH2:18][O:19][CH2:20][CH2:21]Br.C([O-])([O-])=O.[Na+].[Na+]. Product: [CH3:14][C:6]1([CH3:15])[C:5]2[C:9](=[CH:10][C:2]([N:1]3[CH2:21][CH2:20][O:19][CH2:18][CH2:17]3)=[CH:3][CH:4]=2)[N:8]([C:11](=[O:13])[CH3:12])[CH2:7]1. The catalyst class is: 24. (2) Reactant: [Cl:1][C:2]1[CH:7]=[CH:6][CH:5]=[CH:4][C:3]=1[C:8]1[O:9][C:10]([CH:32]([CH3:34])[CH3:33])=[C:11]([CH2:13][CH2:14][CH:15]([C:17]2[CH:22]=[CH:21][C:20]([O:23][C:24]([CH3:31])([CH3:30])[C:25]([O:27]CC)=[O:26])=[CH:19][CH:18]=2)[OH:16])[N:12]=1.O.[OH-].[Li+].Cl. Product: [Cl:1][C:2]1[CH:7]=[CH:6][CH:5]=[CH:4][C:3]=1[C:8]1[O:9][C:10]([CH:32]([CH3:34])[CH3:33])=[C:11]([CH2:13][CH2:14][CH:15]([C:17]2[CH:18]=[CH:19][C:20]([O:23][C:24]([CH3:30])([CH3:31])[C:25]([OH:27])=[O:26])=[CH:21][CH:22]=2)[OH:16])[N:12]=1. The catalyst class is: 40. (3) Product: [F:19][C:20]1[CH:29]=[CH:28][C:23]([C:24]2[O:18][C:16]([CH:13]3[CH2:12][CH2:11][N:10]([C:8]([O:7][C:3]4[CH:2]=[N:1][CH:6]=[CH:5][CH:4]=4)=[O:9])[CH2:15][CH2:14]3)=[N:27][N:26]=2)=[CH:22][CH:21]=1. Reactant: [N:1]1[CH:6]=[CH:5][CH:4]=[C:3]([O:7][C:8]([N:10]2[CH2:15][CH2:14][CH:13]([C:16]([OH:18])=O)[CH2:12][CH2:11]2)=[O:9])[CH:2]=1.[F:19][C:20]1[CH:29]=[CH:28][C:23]([C:24]([NH:26][NH2:27])=O)=[CH:22][CH:21]=1.C1C=CC2N(O)N=NC=2C=1.CCN=C=NCCCN(C)C.Cl. The catalyst class is: 2. (4) Reactant: [OH:1][C:2]1[CH:11]=[C:10]2[C:5]([C:6]([O:12][C:13]3[CH:18]=[CH:17][CH:16]=[CH:15][CH:14]=3)=[N:7][CH:8]=[N:9]2)=[CH:4][C:3]=1[O:19][CH3:20].Cl.Cl[CH2:23][C:24]1[CH:29]=[CH:28][N:27]=[CH:26][CH:25]=1.C(=O)([O-])[O-].[K+].[K+].O. Product: [CH3:20][O:19][C:3]1[CH:4]=[C:5]2[C:10](=[CH:11][C:2]=1[O:1][CH2:23][C:24]1[CH:29]=[CH:28][N:27]=[CH:26][CH:25]=1)[N:9]=[CH:8][N:7]=[C:6]2[O:12][C:13]1[CH:18]=[CH:17][CH:16]=[CH:15][CH:14]=1. The catalyst class is: 3. (5) Reactant: [NH2:1][C:2]1[CH:7]=[C:6]([O:8][C:9]2[C:10]([CH3:21])=[N:11][CH:12]=[C:13]([C:19]=2[CH3:20])[C:14]([O:16][CH2:17][CH3:18])=[O:15])[CH:5]=[CH:4][N:3]=1.[Br:22]Br. Product: [NH2:1][C:2]1[CH:7]=[C:6]([O:8][C:9]2[C:10]([CH3:21])=[N:11][CH:12]=[C:13]([C:19]=2[CH3:20])[C:14]([O:16][CH2:17][CH3:18])=[O:15])[C:5]([Br:22])=[CH:4][N:3]=1. The catalyst class is: 52.